This data is from Acute oral toxicity (LD50) regression data from Zhu et al.. The task is: Regression/Classification. Given a drug SMILES string, predict its toxicity properties. Task type varies by dataset: regression for continuous values (e.g., LD50, hERG inhibition percentage) or binary classification for toxic/non-toxic outcomes (e.g., AMES mutagenicity, cardiotoxicity, hepatotoxicity). Dataset: ld50_zhu. (1) The molecule is CC(C)CC(=O)CC1(C)CCC(c2ccoc2)O1. The rat oral LD50 is 2.85, given as -log10 of the dose in mol/kg body weight (higher means more acutely toxic). (2) The drug is CC(Cl)CCl. The rat oral LD50 is 1.76, given as -log10 of the dose in mol/kg body weight (higher means more acutely toxic). (3) The molecule is COc1ccccc1N1CCN(CC=Cc2ccc3c(c2)CCC(=O)N3)CC1. The rat oral LD50 is 2.88, given as -log10 of the dose in mol/kg body weight (higher means more acutely toxic). (4) The drug is CCOP(=S)(OCC)Oc1cc(C)nc(N(CC)CC)n1. The rat oral LD50 is 3.38, given as -log10 of the dose in mol/kg body weight (higher means more acutely toxic). (5) The compound is CCOC(=S)C=Cc1cc(OC)c(OC)c(OC)c1. The rat oral LD50 is 2.45, given as -log10 of the dose in mol/kg body weight (higher means more acutely toxic). (6) The molecule is O=C(Nc1nc(-c2ccccc2)cs1)OCC(Cl)(Cl)Cl. The rat oral LD50 is 2.81, given as -log10 of the dose in mol/kg body weight (higher means more acutely toxic). (7) The compound is NC(=O)COc1ccc(Cl)cc1Cl. The rat oral LD50 is 2.26, given as -log10 of the dose in mol/kg body weight (higher means more acutely toxic). (8) The compound is CC1(C)OC(=O)N(c2cc(Cl)cc(Cl)c2)C1=O. The rat oral LD50 is 1.96, given as -log10 of the dose in mol/kg body weight (higher means more acutely toxic). (9) The molecule is Nc1nc2cc(Br)ccc2o1. The rat oral LD50 is 2.33, given as -log10 of the dose in mol/kg body weight (higher means more acutely toxic).